This data is from Merck oncology drug combination screen with 23,052 pairs across 39 cell lines. The task is: Regression. Given two drug SMILES strings and cell line genomic features, predict the synergy score measuring deviation from expected non-interaction effect. Drug 1: N.N.O=C(O)C1(C(=O)O)CCC1.[Pt]. Drug 2: Cn1nnc2c(C(N)=O)ncn2c1=O. Cell line: OVCAR3. Synergy scores: synergy=-21.7.